Dataset: Reaction yield outcomes from USPTO patents with 853,638 reactions. Task: Predict the reaction yield, written as a fraction of the theoretical maximum amount of product (1.0 means a 100% yield; for example, 0.34 means a 34% yield). (1) The reactants are Br[C:2]1[CH:3]=[C:4]([C:8]([C:10]2[C:18]3[CH:17]=[N:16][CH:15]=[N:14][C:13]=3[N:12]([C@H:19]([CH3:28])[CH2:20][O:21][CH:22]3[CH2:27][CH2:26][CH2:25][CH2:24][O:23]3)[CH:11]=2)=[O:9])[CH:5]=[N:6][CH:7]=1.[NH3:29].C(OCC)(=O)C.O. The catalyst is CN1CCCC1=O.[Cu-]=O. The product is [NH2:29][C:2]1[CH:3]=[C:4]([C:8]([C:10]2[C:18]3[CH:17]=[N:16][CH:15]=[N:14][C:13]=3[N:12]([C@H:19]([CH3:28])[CH2:20][O:21][CH:22]3[CH2:27][CH2:26][CH2:25][CH2:24][O:23]3)[CH:11]=2)=[O:9])[CH:5]=[N:6][CH:7]=1. The yield is 0.700. (2) The reactants are [F:1][C:2]([F:8])([F:7])[S:3]([O-:6])(=[O:5])=[O:4].[F:9][C:10]([F:14])([F:13])[CH2:11]O. The yield is 0.850. No catalyst specified. The product is [F:1][C:2]([F:8])([F:7])[S:3]([O:6][CH2:11][C:10]([F:14])([F:13])[F:9])(=[O:5])=[O:4]. (3) The reactants are CC([N:5]([C@@H:9]([CH2:13][C:14]1[CH:19]=[CH:18][C:17]([C:20]2[N:21]=[C:22]3[C:27]([CH:28]([OH:30])[CH3:29])=[CH:26][CH:25]=[CH:24][N:23]3[CH:31]=2)=[CH:16][CH:15]=1)[CH2:10][CH2:11][OH:12])[C:6](=[O:8])[O-])(C)C.Cl.O1CCOCC1.C(N(CC)C(C)C)(C)C.[Cl:48][C:49]1[CH:50]=[C:51]([CH:66]=[CH:67][C:68]=1[O:69][CH:70]([CH3:72])[CH3:71])C(OC1C(F)=C(F)C(F)=C(F)C=1F)=O. The catalyst is O. The product is [Cl:48][C:49]1[CH:50]=[C:51]([CH:66]=[CH:67][C:68]=1[O:69][CH:70]([CH3:72])[CH3:71])[C:6]([NH:5][C@@H:9]([CH2:13][C:14]1[CH:19]=[CH:18][C:17]([C:20]2[N:21]=[C:22]3[C:27]([CH:28]([OH:30])[CH3:29])=[CH:26][CH:25]=[CH:24][N:23]3[CH:31]=2)=[CH:16][CH:15]=1)[CH2:10][CH2:11][OH:12])=[O:8]. The yield is 0.530.